This data is from Forward reaction prediction with 1.9M reactions from USPTO patents (1976-2016). The task is: Predict the product of the given reaction. Given the reactants [OH-].[Na+].[C:3]([C:5]1[CH:6]=[C:7]([C:15]2[O:19][N:18]=[C:17]([C:20]3[C:21]([O:34][CH3:35])=[C:22]([CH2:27][CH2:28][C:29]([O:31]CC)=[O:30])[CH:23]=[C:24]([F:26])[CH:25]=3)[N:16]=2)[CH:8]=[CH:9][C:10]=1[O:11][CH:12]([CH3:14])[CH3:13])#[N:4].Cl, predict the reaction product. The product is: [C:3]([C:5]1[CH:6]=[C:7]([C:15]2[O:19][N:18]=[C:17]([C:20]3[C:21]([O:34][CH3:35])=[C:22]([CH2:27][CH2:28][C:29]([OH:31])=[O:30])[CH:23]=[C:24]([F:26])[CH:25]=3)[N:16]=2)[CH:8]=[CH:9][C:10]=1[O:11][CH:12]([CH3:13])[CH3:14])#[N:4].